Dataset: Experimentally validated miRNA-target interactions with 360,000+ pairs, plus equal number of negative samples. Task: Binary Classification. Given a miRNA mature sequence and a target amino acid sequence, predict their likelihood of interaction. (1) The miRNA is hsa-miR-6821-3p with sequence UGACCUCUCCGCUCCGCACAG. The protein sequence of the target gene is MDIQLDPARDDLPLMANTSHILVKHYVLDLDVDFESQVIEGTIVLFLEDGNRFKKQNSSIEEACQSESNKACKFGMPEPCHIPVTNARTFSSEMEYNDFAICSKGEKDTSDKDGNHDNQEHASGISSSKYCCDTGNHGSEDFLLVLDCCDLSVLKVEEVDVAAVPGLEKFTRSPELTVVSEEFRNQIVRELVTLPANRWREQLDYYARCSQAPGCGELLFDTDTWSLQIRKTGAQTATDFPHAIRIWYKTKPEGRSVTWTSDQSGRPCVYTVGSPINNRALFPCQEPPVAMSTWQATVRA.... Result: 1 (interaction). (2) The miRNA is hsa-miR-6810-5p with sequence AUGGGGACAGGGAUCAGCAUGGC. The protein sequence of the target gene is MAAIRKKLVIVGDGACGKTCLLIVFSKDQFPEVYVPTVFENYIADIEVDGKQVELALWDTAGQEDYDRLRPLSYPDTDVILMCFSIDSPDSLENIPEKWTPEVKHFCPNVPIILVGNKKDLRQDEHTRRELAKMKQEPVRSEEGRDMANRISAFGYLECSAKTKEGVREVFEMATRAGLQVRKNKRRRGCPIL. Result: 1 (interaction).